This data is from HIV replication inhibition screening data with 41,000+ compounds from the AIDS Antiviral Screen. The task is: Binary Classification. Given a drug SMILES string, predict its activity (active/inactive) in a high-throughput screening assay against a specified biological target. The molecule is CC(NCc1c(O)ccc2ccc(=O)oc12)C(=O)O. The result is 0 (inactive).